Dataset: Reaction yield outcomes from USPTO patents with 853,638 reactions. Task: Predict the reaction yield, written as a fraction of the theoretical maximum amount of product (1.0 means a 100% yield; for example, 0.34 means a 34% yield). (1) The yield is 0.280. The catalyst is C(OCC)(=O)C. The reactants are [CH3:1][C:2]1[N:29]=[C:5]2[NH:6][C:7](=[O:28])[C:8]([CH2:13][C:14]3[CH:19]=[CH:18][C:17]([C:20]4[C:21]([C:26]#[N:27])=[CH:22][CH:23]=[CH:24][CH:25]=4)=[CH:16][CH:15]=3)=[C:9]([CH2:10][CH2:11][CH3:12])[N:4]2[N:3]=1.I[CH:31]([CH3:33])[CH3:32].C(=O)([O-])[O-].[K+].[K+].CN(C)C(=O)C. The product is [CH3:1][C:2]1[N:29]=[C:5]2[N:6]([CH:31]([CH3:33])[CH3:32])[C:7](=[O:28])[C:8]([CH2:13][C:14]3[CH:19]=[CH:18][C:17]([C:20]4[C:21]([C:26]#[N:27])=[CH:22][CH:23]=[CH:24][CH:25]=4)=[CH:16][CH:15]=3)=[C:9]([CH2:10][CH2:11][CH3:12])[N:4]2[N:3]=1. (2) The reactants are Br[C:2]1[CH:7]=[CH:6][CH:5]=[C:4]([Br:8])[N:3]=1.C([Li])CCC.[C:14]([O:18][C:19]([N:21]1[CH2:26][CH2:25][CH:24]([C:27](N(OC)C)=[O:28])[CH2:23][CH2:22]1)=[O:20])([CH3:17])([CH3:16])[CH3:15].[OH-].[Na+]. The catalyst is ClCCl.CCCCCC. The product is [Br:8][C:4]1[CH:5]=[CH:6][CH:7]=[C:2]([C:27]([CH:24]2[CH2:25][CH2:26][N:21]([C:19]([O:18][C:14]([CH3:17])([CH3:16])[CH3:15])=[O:20])[CH2:22][CH2:23]2)=[O:28])[N:3]=1. The yield is 1.00. (3) The reactants are [Cl-].[NH4+].[N+:3]([C:6]1[CH:11]=[CH:10][C:9]([N:12]2[CH:17]=[CH:16][CH:15]=[CH:14][C:13]2=[O:18])=[CH:8][CH:7]=1)([O-])=O. The catalyst is O.CO.C1COCC1.[Zn]. The product is [NH2:3][C:6]1[CH:11]=[CH:10][C:9]([N:12]2[CH:17]=[CH:16][CH:15]=[CH:14][C:13]2=[O:18])=[CH:8][CH:7]=1. The yield is 0.790. (4) The reactants are [F:1][C:2]1[CH:19]=[CH:18][C:5]([CH2:6][CH2:7][C:8]2[CH:16]=[CH:15][C:14]([OH:17])=[CH:13][C:9]=2[C:10]([OH:12])=[O:11])=[CH:4][CH:3]=1.S(Cl)(Cl)(=O)=O.[CH3:25]O. No catalyst specified. The product is [F:1][C:2]1[CH:19]=[CH:18][C:5]([CH2:6][CH2:7][C:8]2[CH:16]=[CH:15][C:14]([OH:17])=[CH:13][C:9]=2[C:10]([O:12][CH3:25])=[O:11])=[CH:4][CH:3]=1. The yield is 0.660.